This data is from TCR-epitope binding with 47,182 pairs between 192 epitopes and 23,139 TCRs. The task is: Binary Classification. Given a T-cell receptor sequence (or CDR3 region) and an epitope sequence, predict whether binding occurs between them. The epitope is QECVRGTTVL. The TCR CDR3 sequence is CASSFSRDSYEQYF. Result: 1 (the TCR binds to the epitope).